From a dataset of Reaction yield outcomes from USPTO patents with 853,638 reactions. Predict the reaction yield, written as a fraction of the theoretical maximum amount of product (1.0 means a 100% yield; for example, 0.34 means a 34% yield). (1) The reactants are [OH:1][N:2]=[C:3]([NH2:12])[C:4]1[CH:9]=[CH:8][CH:7]=[CH:6][C:5]=1[O:10][CH3:11].[C:13](O)(=O)[CH2:14][CH2:15][C:16]#[CH:17].C1C=CC2N(O)N=NC=2C=1.CCN=C=NCCCN(C)C.Cl. The catalyst is O1CCOCC1. The product is [CH2:16]([C:17]1[O:1][N:2]=[C:3]([C:4]2[CH:9]=[CH:8][CH:7]=[CH:6][C:5]=2[O:10][CH3:11])[N:12]=1)[CH2:15][C:14]#[CH:13]. The yield is 0.360. (2) The reactants are Br[CH:2]([CH2:6][CH2:7][CH2:8][CH3:9])[C:3]([OH:5])=[O:4].[F:10][C:11]1[CH:12]=[C:13]([OH:18])[CH:14]=[CH:15][C:16]=1[F:17].[NH2:19][C:20]1[S:21][CH:22]=[CH:23][N:24]=1. The catalyst is C1COCC1. The product is [F:10][C:11]1[CH:12]=[C:13]([CH:14]=[CH:15][C:16]=1[F:17])[O:18][CH:2]([CH2:6][CH2:7][CH2:8][CH3:9])[C:3]([OH:5])=[O:4].[F:10][C:11]1[CH:12]=[C:13]([CH:14]=[CH:15][C:16]=1[F:17])[O:18][CH:2]([CH2:6][CH2:7][CH2:8][CH3:9])[C:3]([NH:19][C:20]1[S:21][CH:22]=[CH:23][N:24]=1)=[O:4]. The yield is 0.820. (3) The reactants are [C:1]([C:4]1[C:34](=[O:35])[C@@:8]2([CH3:36])[C:9]3[C:15]([OH:16])=[CH:14][C:13]([O:17][CH3:18])=[C:12]([C:19]([NH:21][CH2:22][C:23]4[C:32]5[C:27](=[CH:28][CH:29]=[CH:30][CH:31]=5)[CH:26]=[CH:25][C:24]=4[CH3:33])=[O:20])[C:10]=3[O:11][C:7]2=[CH:6][C:5]=1[OH:37])(=O)[CH3:2].Cl.[CH2:39]([O:42][NH2:43])[C:40]#[CH:41].C(=O)(O)[O-].[Na+]. The catalyst is O1CCCC1.CO. The product is [OH:16][C:15]1[C:9]2[C@:8]3([CH3:36])[C:34](=[O:35])[C:4](/[C:1](=[N:43]/[O:42][CH2:39][C:40]#[CH:41])/[CH3:2])=[C:5]([OH:37])[CH:6]=[C:7]3[O:11][C:10]=2[C:12]([C:19]([NH:21][CH2:22][C:23]2[C:32]3[C:27](=[CH:28][CH:29]=[CH:30][CH:31]=3)[CH:26]=[CH:25][C:24]=2[CH3:33])=[O:20])=[C:13]([O:17][CH3:18])[CH:14]=1. The yield is 0.880. (4) The reactants are [NH2:1][C:2]1[N:6]([CH3:7])[N:5]=[C:4]([C:8]([CH3:12])([CH3:11])[C:9]#N)[CH:3]=1.OS(O)(=O)=O.C([O-])(O)=[O:19].[Na+].[CH3:23][CH2:24][OH:25]. No catalyst specified. The product is [NH2:1][C:2]1[N:6]([CH3:7])[N:5]=[C:4]([C:8]([CH3:12])([CH3:11])[C:9]([O:25][CH2:24][CH3:23])=[O:19])[CH:3]=1. The yield is 0.440. (5) The reactants are I[CH:2]([CH3:4])[CH3:3].[Cl:5][C:6]1[CH:7]=[CH:8][C:9]([OH:15])=[C:10]([C:12](=[O:14])[CH3:13])[CH:11]=1.C(=O)([O-])[O-].[K+].[K+]. The catalyst is CN(C=O)C. The product is [Cl:5][C:6]1[CH:7]=[CH:8][C:9]([O:15][CH:2]([CH3:4])[CH3:3])=[C:10]([C:12](=[O:14])[CH3:13])[CH:11]=1. The yield is 0.930.